Dataset: Forward reaction prediction with 1.9M reactions from USPTO patents (1976-2016). Task: Predict the product of the given reaction. (1) The product is: [Br:1][C:2]1[CH:3]=[CH:4][C:5]([NH:8][CH:19]=[C:13]2[C:14](=[O:16])[O:15][C:10]([CH3:18])([CH3:9])[O:11][C:12]2=[O:17])=[N:6][CH:7]=1. Given the reactants [Br:1][C:2]1[CH:3]=[CH:4][C:5]([NH2:8])=[N:6][CH:7]=1.[CH3:9][C:10]1([CH3:18])[O:15][C:14](=[O:16])[CH2:13][C:12](=[O:17])[O:11]1.[CH3:19]OC(OC)OC, predict the reaction product. (2) Given the reactants Br[C:2]1[CH:3]=[C:4]2[C:9](=[CH:10][CH:11]=1)[C:8]([N:12]1[CH2:17][CH:16]3[CH2:18][CH:13]1[CH2:14][N:15]3[CH:19]([CH3:21])[CH3:20])=[N:7][N:6]=[CH:5]2.[CH:22]1([NH:25][C:26](=[O:43])[C:27]2[CH:32]=[CH:31][C:30]([CH3:33])=[C:29](B3OC(C)(C)C(C)(C)O3)[CH:28]=2)[CH2:24][CH2:23]1.C(=O)([O-])[O-].[K+].[K+], predict the reaction product. The product is: [CH:22]1([NH:25][C:26](=[O:43])[C:27]2[CH:32]=[CH:31][C:30]([CH3:33])=[C:29]([C:2]3[CH:3]=[C:4]4[C:9](=[CH:10][CH:11]=3)[C:8]([N:12]3[CH2:17][CH:16]5[CH2:18][CH:13]3[CH2:14][N:15]5[CH:19]([CH3:21])[CH3:20])=[N:7][N:6]=[CH:5]4)[CH:28]=2)[CH2:23][CH2:24]1. (3) Given the reactants [CH3:1][O:2][C:3](=[O:22])[C@@H:4]([NH:13][C:14](=[O:21])[C:15]1[CH:20]=[CH:19][CH:18]=[CH:17][CH:16]=1)[CH2:5][CH:6]=[CH:7][CH2:8]OC(=O)C.[CH3:23][O:24][C:25](=[O:34])[CH:26]([NH:30][C:31](=[O:33])[CH3:32])CC=C, predict the reaction product. The product is: [CH3:23][O:24][C:25](=[O:34])[CH:26]([NH:30][C:31](=[O:33])[CH3:32])[CH2:8][CH:7]=[CH:6][CH2:5][CH:4]([NH:13][C:14](=[O:21])[C:15]1[CH:16]=[CH:17][CH:18]=[CH:19][CH:20]=1)[C:3]([O:2][CH3:1])=[O:22]. (4) Given the reactants [Br:1]N1C(=O)CCC1=O.C1(P(C2C=CC=CC=2)C2C=CC=CC=2)C=CC=CC=1.N1C=CC=CC=1.O[CH2:35][CH2:36][C@H:37]([NH:46][C:47]([O:49][C:50]([CH3:53])([CH3:52])[CH3:51])=[O:48])[C:38]([O:40][CH:41]1[CH2:45][CH2:44][CH2:43][CH2:42]1)=[O:39], predict the reaction product. The product is: [Br:1][CH2:35][CH2:36][C@H:37]([NH:46][C:47]([O:49][C:50]([CH3:53])([CH3:52])[CH3:51])=[O:48])[C:38]([O:40][CH:41]1[CH2:45][CH2:44][CH2:43][CH2:42]1)=[O:39]. (5) Given the reactants Cl.[F:2][C:3]1[CH:18]=[CH:17][C:6]2[N:7]=[C:8]([NH:10][C@H:11]3[CH2:15][CH2:14][CH2:13][C@@H:12]3[NH2:16])[S:9][C:5]=2[CH:4]=1.[CH3:19][C:20]1[O:24][C:23]([C:25]2[CH:33]=[CH:32][CH:31]=[CH:30][C:26]=2[C:27](O)=[O:28])=[N:22][N:21]=1.C(N(CC)CC)C.CN(C(ON1N=NC2C=CC=NC1=2)=[N+](C)C)C.F[P-](F)(F)(F)(F)F, predict the reaction product. The product is: [F:2][C:3]1[CH:18]=[CH:17][C:6]2[N:7]=[C:8]([NH:10][C@H:11]3[CH2:15][CH2:14][CH2:13][C@@H:12]3[NH:16][C:27](=[O:28])[C:26]3[CH:30]=[CH:31][CH:32]=[CH:33][C:25]=3[C:23]3[O:24][C:20]([CH3:19])=[N:21][N:22]=3)[S:9][C:5]=2[CH:4]=1. (6) Given the reactants C[O:2][C:3]1[C:17]2[C:12](=[CH:13][CH:14]=[CH:15][CH:16]=2)[N:11]([C:18]([NH2:20])=[O:19])[C:10]2[C:5](=[CH:6][CH:7]=[CH:8][CH:9]=2)[CH:4]=1.Cl, predict the reaction product. The product is: [CH:7]1[CH:8]=[CH:9][C:10]2[N:11]([C:18]([NH2:20])=[O:19])[C:12]3[CH:13]=[CH:14][CH:15]=[CH:16][C:17]=3[C:3](=[O:2])[CH2:4][C:5]=2[CH:6]=1.